From a dataset of Forward reaction prediction with 1.9M reactions from USPTO patents (1976-2016). Predict the product of the given reaction. The product is: [Br:1][C:2]1[CH:8]=[CH:7][C:5]([NH:6][C:14](=[O:16])/[CH:13]=[N:26]/[OH:27])=[CH:4][C:3]=1[O:9][CH3:10]. Given the reactants [Br:1][C:2]1[CH:8]=[CH:7][C:5]([NH2:6])=[CH:4][C:3]=1[O:9][CH3:10].Cl.Cl[C:13](Cl)(Cl)[CH:14]([OH:16])O.[O-]S([O-])(=O)=O.[Na+].[Na+].[NH2:26][OH:27].Cl, predict the reaction product.